Dataset: Forward reaction prediction with 1.9M reactions from USPTO patents (1976-2016). Task: Predict the product of the given reaction. The product is: [CH3:8][C:9]1([CH3:19])[O:14][CH2:13][C:12]([CH3:18])([C:15]([O:17][CH2:6][CH2:5][O:4][CH2:1][CH:2]=[CH2:3])=[O:16])[CH2:11][O:10]1. Given the reactants [CH2:1]([O:4][CH2:5][CH2:6]O)[CH:2]=[CH2:3].[CH3:8][C:9]1([CH3:19])[O:14][CH2:13][C:12]([CH3:18])([C:15]([OH:17])=[O:16])[CH2:11][O:10]1.C1(C)C=CC(S([O-])(=O)=O)=CC=1.CN(C)C1C=C[NH+]=CC=1.CN(C1C=CC=CN=1)C.C1(N=C=NC2CCCCC2)CCCCC1, predict the reaction product.